From a dataset of Forward reaction prediction with 1.9M reactions from USPTO patents (1976-2016). Predict the product of the given reaction. (1) Given the reactants C(OC([N:8]1[CH2:12][C:11]([F:14])([F:13])[CH2:10][C@H:9]1[C:15](O)=[O:16])=O)(C)(C)C.[OH2:18].[OH:18]N1[C:23]2[CH:28]=[CH:27][CH:27]=[CH:28][C:23]=2N=N1.CCN=C=NCCCN(C)C.Cl.[NH3:41].[CH2:42](Cl)Cl.CN([CH:48]=[O:49])C, predict the reaction product. The product is: [C:28]([O:18][C:48]([NH:41][C:15]([C@@H:9]1[CH2:10][C:11]([F:14])([F:13])[CH2:12][NH:8]1)=[O:16])=[O:49])([CH3:27])([CH3:23])[CH3:42]. (2) Given the reactants [C:1]([C:5]1[N:6]=[C:7]([N:16]2[CH2:20][CH2:19][C:18]([F:22])([F:21])[CH2:17]2)[C:8]2[N:13]=[N:12][N:11]([CH2:14][CH3:15])[C:9]=2[N:10]=1)([CH3:4])([CH3:3])[CH3:2].C(C1N=C(N2CCC(F)(F)C2)C2N=NNC=2N=1)(C)(C)C.BrCC1[CH:50]=[C:49]([Cl:51])[CH:48]=[CH:47][C:46]=1[Cl:52], predict the reaction product. The product is: [C:1]([C:5]1[N:6]=[C:7]([N:16]2[CH2:20][CH2:19][C:18]([F:21])([F:22])[CH2:17]2)[C:8]2[N:13]=[N:12][N:11]([CH2:14][C:15]3[CH:50]=[C:49]([Cl:51])[CH:48]=[CH:47][C:46]=3[Cl:52])[C:9]=2[N:10]=1)([CH3:2])([CH3:3])[CH3:4]. (3) Given the reactants [I:1][C:2]1[CH:3]=[CH:4][C:5]([NH:8][S:9]([C:12]2[CH:17]=[CH:16][C:15]([CH3:18])=[CH:14][CH:13]=2)(=[O:11])=[O:10])=[N:6][CH:7]=1.Br[CH:20]([C:22](=[O:25])[CH2:23][CH3:24])[CH3:21].C(N(CC)C(C)C)(C)C, predict the reaction product. The product is: [I:1][C:2]1[CH:3]=[CH:4][C:5](=[N:8][S:9]([C:12]2[CH:17]=[CH:16][C:15]([CH3:18])=[CH:14][CH:13]=2)(=[O:11])=[O:10])[N:6]([CH:20]([C:22](=[O:25])[CH2:23][CH3:24])[CH3:21])[CH:7]=1. (4) Given the reactants C(OC([N:8]1[C@H:17]([C:18]([N:20]2[CH2:24][C@@H:23]([F:25])[CH2:22][C@H:21]2[C:26]#[N:27])=[O:19])[CH2:16][C:15]2[C:10](=[CH:11][C:12]([O:28][CH2:29][C:30]([NH2:32])=[O:31])=[CH:13][CH:14]=2)[CH2:9]1)=O)(C)(C)C.[ClH:33], predict the reaction product. The product is: [ClH:33].[NH2:32][C:30]([CH2:29][O:28][C:12]1[CH:11]=[C:10]2[C:15]([CH2:16][C@@H:17]([C:18]([N:20]3[CH2:24][C@@H:23]([F:25])[CH2:22][C@H:21]3[C:26]#[N:27])=[O:19])[NH:8][CH2:9]2)=[CH:14][CH:13]=1)=[O:31].